Dataset: Catalyst prediction with 721,799 reactions and 888 catalyst types from USPTO. Task: Predict which catalyst facilitates the given reaction. (1) Product: [CH3:26][N:25]1[CH:16]2[CH2:15][CH2:14][CH:13]1[C@H:12]([CH2:10][OH:9])[C@@H:18]([C:19]1[CH:24]=[CH:23][CH:22]=[CH:21][CH:20]=1)[CH2:17]2. The catalyst class is: 1. Reactant: [H-].[H-].[H-].[H-].[Li+].[Al+3].C([O:9][C:10]([C@@H:12]1[C@@H:18]([C:19]2[CH:24]=[CH:23][CH:22]=[CH:21][CH:20]=2)[CH2:17][CH:16]2[N:25]([CH3:26])[CH:13]1[CH2:14][CH2:15]2)=O)C.O.[OH-].[Na+]. (2) Reactant: [C:1]([C:3]1[CH:4]=[C:5]([S:10]([NH:13][C:14]2[S:15][CH:16]=[CH:17][N:18]=2)(=[O:12])=[O:11])[CH:6]=[CH:7][C:8]=1F)#[N:2].[Cl:19][C:20]1[CH:25]=[CH:24][C:23]([OH:26])=[C:22]([C:27]2[N:31]([CH3:32])[N:30]=[CH:29][CH:28]=2)[CH:21]=1.C(=O)([O-])[O-].[K+].[K+]. Product: [Cl:19][C:20]1[CH:25]=[CH:24][C:23]([O:26][C:8]2[CH:7]=[CH:6][C:5]([S:10]([NH:13][C:14]3[S:15][CH:16]=[CH:17][N:18]=3)(=[O:12])=[O:11])=[CH:4][C:3]=2[C:1]#[N:2])=[C:22]([C:27]2[N:31]([CH3:32])[N:30]=[CH:29][CH:28]=2)[CH:21]=1. The catalyst class is: 9.